This data is from Reaction yield outcomes from USPTO patents with 853,638 reactions. The task is: Predict the reaction yield, written as a fraction of the theoretical maximum amount of product (1.0 means a 100% yield; for example, 0.34 means a 34% yield). The reactants are Cl[CH2:2][C:3]1[N:12]=[C:11]([NH:13][C@@H:14]([C@H:18]([CH3:21])[CH2:19][CH3:20])[C:15]([NH2:17])=[O:16])[C:10]2[C:5](=[CH:6][CH:7]=[CH:8][CH:9]=2)[N:4]=1.[Cl:22][C:23]1[CH:42]=[CH:41][C:26]([CH:27]([N:35]2[CH2:40][CH2:39][NH:38][CH2:37][CH2:36]2)[C:28]2[CH:33]=[CH:32][C:31]([Cl:34])=[CH:30][CH:29]=2)=[CH:25][CH:24]=1.C(=O)([O-])[O-].[K+].[K+]. The catalyst is C(#N)C. The product is [Cl:34][C:31]1[CH:30]=[CH:29][C:28]([CH:27]([C:26]2[CH:41]=[CH:42][C:23]([Cl:22])=[CH:24][CH:25]=2)[N:35]2[CH2:36][CH2:37][N:38]([CH2:2][C:3]3[N:12]=[C:11]([NH:13][C@@H:14]([C@H:18]([CH3:21])[CH2:19][CH3:20])[C:15]([NH2:17])=[O:16])[C:10]4[C:5](=[CH:6][CH:7]=[CH:8][CH:9]=4)[N:4]=3)[CH2:39][CH2:40]2)=[CH:33][CH:32]=1. The yield is 0.640.